Dataset: Full USPTO retrosynthesis dataset with 1.9M reactions from patents (1976-2016). Task: Predict the reactants needed to synthesize the given product. (1) The reactants are: [CH3:1][NH:2][CH3:3].[CH2:4]([O:6][C:7](=[O:22])[CH2:8][C:9]1[C:18]2[C:13](=[CH:14][C:15]([CH:19]=O)=[CH:16][CH:17]=2)[CH:12]=[CH:11][C:10]=1[Cl:21])[CH3:5].C([BH3-])#N.[Na+].C(O)(=O)C. Given the product [CH2:4]([O:6][C:7](=[O:22])[CH2:8][C:9]1[C:18]2[C:13](=[CH:14][C:15]([CH2:19][N:2]([CH3:3])[CH3:1])=[CH:16][CH:17]=2)[CH:12]=[CH:11][C:10]=1[Cl:21])[CH3:5], predict the reactants needed to synthesize it. (2) Given the product [Br:7][C:8]1[C:9]([NH:6][CH2:1][C:2]([CH3:5])([CH3:4])[CH3:3])=[N:10][C:11]([Cl:14])=[N:12][CH:13]=1, predict the reactants needed to synthesize it. The reactants are: [CH2:1]([NH2:6])[C:2]([CH3:5])([CH3:4])[CH3:3].[Br:7][C:8]1[C:9](Cl)=[N:10][C:11]([Cl:14])=[N:12][CH:13]=1.